Dataset: Reaction yield outcomes from USPTO patents with 853,638 reactions. Task: Predict the reaction yield, written as a fraction of the theoretical maximum amount of product (1.0 means a 100% yield; for example, 0.34 means a 34% yield). (1) The reactants are [N:1]([CH:4]1[CH:9]([OH:10])[CH2:8][CH2:7][CH:6]([C:11]([O:13][CH2:14][CH3:15])=[O:12])[CH2:5]1)=[N+]=[N-].[C:16]([O:20][C:21](O[C:21]([O:20][C:16]([CH3:19])([CH3:18])[CH3:17])=[O:22])=[O:22])([CH3:19])([CH3:18])[CH3:17].[H][H]. The catalyst is [Pd].C(OCC)(=O)C. The product is [C:16]([O:20][C:21]([NH:1][CH:4]1[CH:9]([OH:10])[CH2:8][CH2:7][CH:6]([C:11]([O:13][CH2:14][CH3:15])=[O:12])[CH2:5]1)=[O:22])([CH3:19])([CH3:18])[CH3:17]. The yield is 0.620. (2) The reactants are [C:1]([O:4][CH2:5][C:6]1[CH:11]=[C:10]([O:12]C(=O)C)[CH:9]=[C:8]([CH3:16])[C:7]=1[C:17]1[CH:22]=[CH:21][CH:20]=[C:19]([CH:23]=[O:24])[CH:18]=1)(=[O:3])[CH3:2].O1CCCC1.[BH4-].[Na+].C(O)(=O)CC(CC(O)=O)(C(O)=O)O. The catalyst is CO. The product is [C:1]([O:4][CH2:5][C:6]1[CH:11]=[C:10]([OH:12])[CH:9]=[C:8]([CH3:16])[C:7]=1[C:17]1[CH:22]=[CH:21][CH:20]=[C:19]([CH2:23][OH:24])[CH:18]=1)(=[O:3])[CH3:2]. The yield is 0.710. (3) The catalyst is ClCCl.O.C(OCC)(=O)C.CCCCCC. The product is [CH2:11]([O:13][C:14]([N:16]1[CH:25]=[C:24]([CH:3]=[O:4])[C:23]2[C:18](=[CH:19][C:20]([O:30][CH3:31])=[C:21]([O:26][C:27](=[O:29])[CH3:28])[CH:22]=2)[CH:17]1[CH2:32][C:33]1[CH:38]=[CH:37][CH:36]=[C:35]([O:39][CH2:40][CH3:41])[CH:34]=1)=[O:15])[CH3:12]. The yield is 0.250. The reactants are CN(C)[CH:3]=[O:4].P(Cl)(Cl)(Cl)=O.[CH2:11]([O:13][C:14]([N:16]1[CH:25]=[CH:24][C:23]2[C:18](=[CH:19][C:20]([O:30][CH3:31])=[C:21]([O:26][C:27](=[O:29])[CH3:28])[CH:22]=2)[CH:17]1[CH2:32][C:33]1[CH:38]=[CH:37][CH:36]=[C:35]([O:39][CH2:40][CH3:41])[CH:34]=1)=[O:15])[CH3:12].C([O-])(=O)C.[K+]. (4) The reactants are [CH2:1]([C:3]1[NH:4][C:5](=[O:27])[C:6]([CH2:12][C:13]2[CH:18]=[CH:17][C:16]([C:19]3[C:20]([C:25]#[N:26])=[CH:21][CH:22]=[CH:23][CH:24]=3)=[CH:15][CH:14]=2)=[C:7]([CH2:9][CH2:10][CH3:11])[N:8]=1)[CH3:2].[C:28]([C:31]1[CH:36]=[CH:35][C:34](B(O)O)=[CH:33][CH:32]=1)(=[O:30])[CH3:29].C(N(CC)CC)C.N1C=CC=CC=1. The catalyst is ClCCl.C(OCC)(=O)C.C([O-])(=O)C.[Cu+2].C([O-])(=O)C. The product is [C:28]([C:31]1[CH:36]=[CH:35][C:34]([N:4]2[C:5](=[O:27])[C:6]([CH2:12][C:13]3[CH:18]=[CH:17][C:16]([C:19]4[C:20]([C:25]#[N:26])=[CH:21][CH:22]=[CH:23][CH:24]=4)=[CH:15][CH:14]=3)=[C:7]([CH2:9][CH2:10][CH3:11])[N:8]=[C:3]2[CH2:1][CH3:2])=[CH:33][CH:32]=1)(=[O:30])[CH3:29]. The yield is 0.510. (5) The reactants are [CH2:1]([O:8][C:9]1[CH:14]=[CH:13][N:12]([C:15]2[CH:16]=[CH:17][C:18]3[C:19]4[CH2:28][NH:27][CH2:26][CH2:25][C:20]=4[N:21]([CH3:24])[C:22]=3[CH:23]=2)[C:11](=[O:29])[CH:10]=1)[C:2]1[CH:7]=[CH:6][CH:5]=[CH:4][CH:3]=1.I[CH2:31][CH2:32][OH:33].C(N(CC)CC)C.[ClH:41]. The catalyst is CC#N. The product is [ClH:41].[ClH:41].[CH2:1]([O:8][C:9]1[CH:14]=[CH:13][N:12]([C:15]2[CH:16]=[CH:17][C:18]3[C:19]4[CH2:28][N:27]([CH2:31][CH2:32][OH:33])[CH2:26][CH2:25][C:20]=4[N:21]([CH3:24])[C:22]=3[CH:23]=2)[C:11](=[O:29])[CH:10]=1)[C:2]1[CH:3]=[CH:4][CH:5]=[CH:6][CH:7]=1. The yield is 0.270. (6) The reactants are [C:1]([O:5][C:6]([N:8]1[CH2:13][CH2:12][N:11]([C:14]2[C:23]3[C:18](=[CH:19][C:20]([Sn](CCCC)(CCCC)CCCC)=[C:21]([Cl:24])[CH:22]=3)[N:17]=[CH:16][N:15]=2)[CH2:10][CH2:9]1)=[O:7])([CH3:4])([CH3:3])[CH3:2].Br[C:39]1[CH:44]=[CH:43][CH:42]=[CH:41][C:40]=1[C:45]1[S:46][CH:47]=[CH:48][N:49]=1.[F-].[Cs+]. The catalyst is CN(C=O)C.C1C=CC([P]([Pd]([P](C2C=CC=CC=2)(C2C=CC=CC=2)C2C=CC=CC=2)([P](C2C=CC=CC=2)(C2C=CC=CC=2)C2C=CC=CC=2)[P](C2C=CC=CC=2)(C2C=CC=CC=2)C2C=CC=CC=2)(C2C=CC=CC=2)C2C=CC=CC=2)=CC=1.[Cu]I. The product is [Cl:24][C:21]1[CH:22]=[C:23]2[C:18](=[CH:19][C:20]=1[C:39]1[CH:44]=[CH:43][CH:42]=[CH:41][C:40]=1[C:45]1[S:46][CH:47]=[CH:48][N:49]=1)[N:17]=[CH:16][N:15]=[C:14]2[N:11]1[CH2:10][CH2:9][N:8]([C:6]([O:5][C:1]([CH3:3])([CH3:4])[CH3:2])=[O:7])[CH2:13][CH2:12]1. The yield is 0.311.